The task is: Predict the reaction yield, written as a fraction of the theoretical maximum amount of product (1.0 means a 100% yield; for example, 0.34 means a 34% yield).. This data is from Reaction yield outcomes from USPTO patents with 853,638 reactions. (1) The reactants are [Cl:1][C:2]1[CH:10]=[CH:9][C:5]([CH2:6][C:7]#[N:8])=[C:4]([F:11])[CH:3]=1.[CH:12]1([CH2:15][CH:16]=O)[CH2:14][CH2:13]1.[OH-].[Na+]. The catalyst is CC(O)C.CCOC(C)=O. The product is [Cl:1][C:2]1[CH:10]=[CH:9][C:5](/[C:6](=[CH:16]/[CH2:15][CH:12]2[CH2:14][CH2:13]2)/[C:7]#[N:8])=[C:4]([F:11])[CH:3]=1. The yield is 0.500. (2) The reactants are FC(F)(F)C([N:5]([C@@H:13]1[CH2:15][C@H:14]1[C:16]1[CH:21]=[CH:20][CH:19]=[CH:18][CH:17]=1)[CH2:6][CH:7]1[CH2:12][CH2:11][NH:10][CH2:9][CH2:8]1)=O.[CH:24]([C:26]1[CH:31]=[CH:30][C:29]([NH:32][C:33](=[O:35])[CH3:34])=[CH:28][CH:27]=1)=O.[B-]C#N.[Na+].C(C#N)(C)=O.Cl.O1CCOCC1. The catalyst is CO.C(#N)C.C(O)=O.O. The product is [C:16]1([C@@H:14]2[CH2:15][C@H:13]2[NH:5][CH2:6][CH:7]2[CH2:8][CH2:9][N:10]([CH2:24][C:26]3[CH:27]=[CH:28][C:29]([NH:32][C:33](=[O:35])[CH3:34])=[CH:30][CH:31]=3)[CH2:11][CH2:12]2)[CH:17]=[CH:18][CH:19]=[CH:20][CH:21]=1. The yield is 0.193. (3) The reactants are [F:1][C:2]1[CH:7]=[CH:6][C:5]([NH:8][C:9]2[N:14]=[C:13]([S:15]([CH3:18])(=[O:17])=[O:16])[N:12]=[C:11]([CH2:19][CH2:20][OH:21])[CH:10]=2)=[CH:4][CH:3]=1.[Si:22](Cl)([C:35]([CH3:38])([CH3:37])[CH3:36])([C:29]1[CH:34]=[CH:33][CH:32]=[CH:31][CH:30]=1)[C:23]1[CH:28]=[CH:27][CH:26]=[CH:25][CH:24]=1. The catalyst is CN(C=O)C.CCOC(C)=O. The product is [Si:22]([O:21][CH2:20][CH2:19][C:11]1[N:12]=[C:13]([S:15]([CH3:18])(=[O:17])=[O:16])[N:14]=[C:9]([NH:8][C:5]2[CH:4]=[CH:3][C:2]([F:1])=[CH:7][CH:6]=2)[CH:10]=1)([C:35]([CH3:38])([CH3:37])[CH3:36])([C:29]1[CH:30]=[CH:31][CH:32]=[CH:33][CH:34]=1)[C:23]1[CH:28]=[CH:27][CH:26]=[CH:25][CH:24]=1. The yield is 0.800. (4) The reactants are C(O[C:6]([N:8]1[CH2:12][C@H:11]([NH:13][C:14](=[O:19])[C:15]([F:18])([F:17])[F:16])[CH2:10][C@H:9]1[CH2:20][O:21][C:22]1[CH:31]=[CH:30][C:25]([C:26]([O:28][CH3:29])=[O:27])=[CH:24][CH:23]=1)=[O:7])(C)(C)C.C(O)(C(F)(F)F)=[O:33].C1[CH:40]=[CH:41][C:42]2N(O)N=N[C:43]=2[CH:44]=1.C(N([CH2:54][CH3:55])CC)C.[CH3:56][CH2:57][N:58]=[C:59]=[N:60][CH2:61][CH2:62][CH2:63]N(C)C.Cl.C1[CH2:72][O:71][CH2:70][CH2:69]1. The catalyst is C(Cl)Cl.CC#N. The product is [CH3:72][O:71][C:70]1[CH:69]=[C:54]([CH2:55][C:6]([N:8]2[CH2:12][C@H:11]([NH:13][C:14](=[O:19])[C:15]([F:16])([F:17])[F:18])[CH2:10][C@H:9]2[CH2:20][O:21][C:22]2[CH:23]=[CH:24][C:25]([C:26]([O:28][CH3:29])=[O:27])=[CH:30][CH:31]=2)=[O:7])[CH:63]=[CH:62][C:61]=1[NH:60][C:59]([NH:58][C:57]1[CH:56]=[CH:44][CH:43]=[CH:42][C:41]=1[CH3:40])=[O:33]. The yield is 0.520. (5) The reactants are Cl[C:2]1[CH:11]=[CH:10][C:5]([C:6]([O:8][CH3:9])=[O:7])=[C:4]([O:12][CH3:13])[CH:3]=1.[C:14]1(B(O)O)[CH:19]=[CH:18][CH:17]=[CH:16][CH:15]=1.C(=O)([O-])[O-].[Cs+].[Cs+]. The catalyst is CN(C)C=O.C(OCC)(=O)C.Cl[Pd](Cl)([P](C1C=CC=CC=1)(C1C=CC=CC=1)C1C=CC=CC=1)[P](C1C=CC=CC=1)(C1C=CC=CC=1)C1C=CC=CC=1. The product is [CH3:13][O:12][C:4]1[CH:3]=[C:2]([C:14]2[CH:19]=[CH:18][CH:17]=[CH:16][CH:15]=2)[CH:11]=[CH:10][C:5]=1[C:6]([O:8][CH3:9])=[O:7]. The yield is 0.412. (6) The reactants are [H-].[Na+].[I-].[CH3:4][S+](C)(C)=O.[F:9][C:10]([F:28])([F:27])[C:11]1[N:12]=[C:13]2[CH:18]=[CH:17][CH:16]=[C:15](/[CH:19]=[CH:20]/[C:21]([O:23][CH2:24][CH3:25])=[O:22])[N:14]2[CH:26]=1.O. The catalyst is CS(C)=O. The product is [F:28][C:10]([F:9])([F:27])[C:11]1[N:12]=[C:13]2[CH:18]=[CH:17][CH:16]=[C:15]([CH:19]3[CH2:4][CH:20]3[C:21]([O:23][CH2:24][CH3:25])=[O:22])[N:14]2[CH:26]=1. The yield is 0.480.